From a dataset of Full USPTO retrosynthesis dataset with 1.9M reactions from patents (1976-2016). Predict the reactants needed to synthesize the given product. (1) The reactants are: [CH3:1][O:2][C:3]1[N:8]=[CH:7][C:6]([N:9]2[CH2:14][CH2:13][O:12][C:11]3[CH:15]=[N:16][C:17]([OH:19])=[CH:18][C:10]2=3)=[CH:5][C:4]=1[CH3:20].[H-].[Na+].[C:23]([O:27][C:28]([N:30]1[CH2:34][CH2:33][C@@H:32](OS(C)(=O)=O)[CH2:31]1)=[O:29])([CH3:26])([CH3:25])[CH3:24].C([O-])(O)=O.[Na+]. Given the product [C:23]([O:27][C:28]([N:30]1[CH2:34][CH2:33][C@H:32]([O:19][C:17]2[N:16]=[CH:15][C:11]3[O:12][CH2:13][CH2:14][N:9]([C:6]4[CH:7]=[N:8][C:3]([O:2][CH3:1])=[C:4]([CH3:20])[CH:5]=4)[C:10]=3[CH:18]=2)[CH2:31]1)=[O:29])([CH3:26])([CH3:24])[CH3:25], predict the reactants needed to synthesize it. (2) Given the product [C:47]([O:46][C:44]([NH:51][CH2:52][CH2:53][C:54]([NH:13][CH2:14][C:15]1[CH:23]=[CH:22][CH:21]=[C:20]2[C:16]=1[C:17](=[O:33])[N:18]([CH:25]1[CH2:30][CH2:29][C:28](=[O:31])[NH:27][C:26]1=[O:32])[C:19]2=[O:24])=[O:55])=[O:45])([CH3:50])([CH3:49])[CH3:48], predict the reactants needed to synthesize it. The reactants are: N12CCCN=C1CCCCC2.Cl.[NH2:13][CH2:14][C:15]1[CH:23]=[CH:22][CH:21]=[C:20]2[C:16]=1[C:17](=[O:33])[N:18]([CH:25]1[CH2:30][CH2:29][C:28](=[O:31])[NH:27][C:26]1=[O:32])[C:19]2=[O:24].ON1C2C=CC=CC=2N=N1.[C:44]([NH:51][CH2:52][CH2:53][C:54](O)=[O:55])([O:46][C:47]([CH3:50])([CH3:49])[CH3:48])=[O:45].Cl.CN(C)CCCN=C=NCC.